From a dataset of Full USPTO retrosynthesis dataset with 1.9M reactions from patents (1976-2016). Predict the reactants needed to synthesize the given product. (1) The reactants are: P(Br)(Br)[Br:2].CN(C=O)C.[N+:10]([C:13]1[CH:41]=[CH:40][C:16]([CH2:17][O:18][C:19](=[O:39])[NH:20][CH2:21][CH2:22][NH:23][C:24]([C:26]2[CH:31]=[C:30]([C:32]3[O:33][CH:34]=[CH:35][CH:36]=3)[CH:29]=[C:28]([CH2:37]O)[N:27]=2)=[O:25])=[CH:15][CH:14]=1)([O-:12])=[O:11].C([O-])(O)=O.[Na+]. Given the product [N+:10]([C:13]1[CH:41]=[CH:40][C:16]([CH2:17][O:18][C:19](=[O:39])[NH:20][CH2:21][CH2:22][NH:23][C:24]([C:26]2[CH:31]=[C:30]([C:32]3[O:33][CH:34]=[CH:35][CH:36]=3)[CH:29]=[C:28]([CH2:37][Br:2])[N:27]=2)=[O:25])=[CH:15][CH:14]=1)([O-:12])=[O:11], predict the reactants needed to synthesize it. (2) Given the product [F:20][C:17]1[CH:18]=[CH:19][C:14]([N:11]2[CH2:12][CH2:13][NH:8][CH2:9][CH2:10]2)=[CH:15][C:16]=1[C:21]([F:23])([F:22])[F:24], predict the reactants needed to synthesize it. The reactants are: C(OC([N:8]1[CH2:13][CH2:12][N:11]([C:14]2[CH:19]=[CH:18][C:17]([F:20])=[C:16]([C:21]([F:24])([F:23])[F:22])[CH:15]=2)[CH2:10][CH2:9]1)=O)(C)(C)C.FC(F)(F)C(O)=O. (3) Given the product [ClH:45].[ClH:45].[N:33]1[CH:34]=[CH:35][CH:36]=[CH:37][C:32]=1[C:9]1[N:48]2[N:49]=[C:8]([N:11]3[CH2:12][CH2:13][N:14]([C:17]([N:19]4[CH2:20][CH2:21][CH2:22][CH2:23]4)=[O:18])[CH2:15][CH2:16]3)[CH:9]=[CH:10][C:12]2=[N:11][CH:8]=1, predict the reactants needed to synthesize it. The reactants are: BrC1C=NN2[CH:10]=[CH:9][C:8]([N:11]3[CH2:16][CH2:15][N:14]([C:17]([N:19]4[CH2:23][CH2:22][CH2:21][CH2:20]4)=[O:18])[CH2:13][CH2:12]3)=NC=12.CC1(C)C(C)(C)OB([C:32]2[CH:37]=[CH:36][CH:35]=[CH:34][N:33]=2)O1.C(=O)([O-])[O-].[Cs+].[Cs+].[Cl:45]CCl.[N:48]#[N:49]. (4) Given the product [CH3:20][O:19][N:18]([CH3:17])[C:14]([CH:11]1[CH2:10][CH2:9][N:8]([C:6]([O:5][C:1]([CH3:2])([CH3:3])[CH3:4])=[O:7])[CH2:13][CH2:12]1)=[O:16], predict the reactants needed to synthesize it. The reactants are: [C:1]([O:5][C:6]([N:8]1[CH2:13][CH2:12][CH:11]([C:14]([OH:16])=O)[CH2:10][CH2:9]1)=[O:7])([CH3:4])([CH3:3])[CH3:2].[CH3:17][NH:18][O:19][CH3:20]. (5) Given the product [O:16]=[C:12]1[NH:11][C:10]2[C:17]3[C:22]([CH:23]=[CH:24][C:9]=2[N:8]([C:5]2[CH:6]=[CH:7][C:2]([NH:1][S:35]([CH2:34][C:29]4[CH:30]=[CH:31][CH:32]=[CH:33][C:28]=4[N+:25]([O-:27])=[O:26])(=[O:36])=[O:37])=[CH:3][CH:4]=2)[C:14](=[O:15])[CH2:13]1)=[CH:21][CH:20]=[CH:19][CH:18]=3, predict the reactants needed to synthesize it. The reactants are: [NH2:1][C:2]1[CH:7]=[CH:6][C:5]([N:8]2[C:14](=[O:15])[CH2:13][C:12](=[O:16])[NH:11][C:10]3[C:17]4[C:22]([CH:23]=[CH:24][C:9]2=3)=[CH:21][CH:20]=[CH:19][CH:18]=4)=[CH:4][CH:3]=1.[N+:25]([C:28]1[CH:33]=[CH:32][CH:31]=[CH:30][C:29]=1[CH2:34][S:35](Cl)(=[O:37])=[O:36])([O-:27])=[O:26]. (6) Given the product [Br:1][C:2]1[CH:7]=[C:6]2[N:8]([C:17]3[CH:22]=[CH:21][N:20]=[C:19]([NH2:23])[N:18]=3)[CH2:9][C:10]3([CH2:15][CH2:14][O:13][CH2:12][CH2:11]3)[C:5]2=[CH:4][CH:3]=1, predict the reactants needed to synthesize it. The reactants are: [Br:1][C:2]1[CH:7]=[C:6]2[NH:8][CH2:9][C:10]3([CH2:15][CH2:14][O:13][CH2:12][CH2:11]3)[C:5]2=[CH:4][CH:3]=1.Cl[C:17]1[CH:22]=[CH:21][N:20]=[C:19]([NH2:23])[N:18]=1.[OH-].[Na+]. (7) Given the product [Cl:1][C:2]1[C:10]2[N:9]=[C:8]3[CH:11]([C:16]4[CH:21]=[CH:20][C:19]([Cl:22])=[CH:18][C:17]=4[Cl:23])[O:12][CH2:13][CH2:14][CH2:15][N:7]3[C:6]=2[C:5]([CH:24]([CH:26]2[CH2:28][CH2:27]2)[OH:25])=[CH:4][CH:3]=1, predict the reactants needed to synthesize it. The reactants are: [Cl:1][C:2]1[CH:3]=[CH:4][C:5]([CH:24]=[O:25])=[C:6]2[C:10]=1[N:9]=[C:8]1[CH:11]([C:16]3[CH:21]=[CH:20][C:19]([Cl:22])=[CH:18][C:17]=3[Cl:23])[O:12][CH2:13][CH2:14][CH2:15][N:7]21.[CH:26]1([Mg]Br)[CH2:28][CH2:27]1. (8) Given the product [F:17][C:18]([F:37])([F:36])[S:19]([O:16][C:9]1[CH2:15][CH2:14][CH2:13][CH2:12][CH2:11][CH:10]=1)(=[O:21])=[O:20], predict the reactants needed to synthesize it. The reactants are: [Li+].CC([N-]C(C)C)C.[C:9]1(=[O:16])[CH2:15][CH2:14][CH2:13][CH2:12][CH2:11][CH2:10]1.[F:17][C:18]([F:37])([F:36])[S:19](N(C1C=CC=CC=1)[S:19]([C:18]([F:37])([F:36])[F:17])(=[O:21])=[O:20])(=[O:21])=[O:20]. (9) Given the product [ClH:19].[CH:20]1([C:13]2[CH:12]=[CH:11][C:10]3[CH2:9][NH:8][CH2:17][CH:16]([CH3:18])[C:15]=3[N:14]=2)[CH2:24][CH2:23][CH2:22][CH2:21]1, predict the reactants needed to synthesize it. The reactants are: C([N:8]1[CH2:17][CH:16]([CH3:18])[C:15]2[N:14]=[C:13]([Cl:19])[CH:12]=[CH:11][C:10]=2[CH2:9]1)C1C=CC=CC=1.[CH:20]1([Mg]Br)[CH2:24][CH2:23][CH2:22][CH2:21]1. (10) The reactants are: [NH2:1][CH:2]1[C:7](=[O:8])[NH:6][CH:5]([C:9]([O:11][CH2:12][CH3:13])=[O:10])[CH2:4][CH2:3]1.[C:14]([O:18][C:19](O[C:19]([O:18][C:14]([CH3:17])([CH3:16])[CH3:15])=[O:20])=[O:20])([CH3:17])([CH3:16])[CH3:15]. Given the product [C:14]([O:18][C:19]([NH:1][CH:2]1[C:7](=[O:8])[NH:6][CH:5]([C:9]([O:11][CH2:12][CH3:13])=[O:10])[CH2:4][CH2:3]1)=[O:20])([CH3:17])([CH3:16])[CH3:15], predict the reactants needed to synthesize it.